This data is from TCR-epitope binding with 47,182 pairs between 192 epitopes and 23,139 TCRs. The task is: Binary Classification. Given a T-cell receptor sequence (or CDR3 region) and an epitope sequence, predict whether binding occurs between them. (1) The epitope is WICLLQFAY. The TCR CDR3 sequence is CAVRWDSGNTIYF. Result: 1 (the TCR binds to the epitope). (2) The epitope is LPRRSGAAGA. The TCR CDR3 sequence is CASSSTASRNTGELFF. Result: 1 (the TCR binds to the epitope). (3) The epitope is GLNKIVRMY. The TCR CDR3 sequence is CASRLGRLAYEQYF. Result: 1 (the TCR binds to the epitope). (4) The epitope is TLIGDCATV. The TCR CDR3 sequence is CASSLNPGGNVLTF. Result: 0 (the TCR does not bind to the epitope). (5) The epitope is IPIQASLPF. The TCR CDR3 sequence is CASTHDPYDYEQYF. Result: 0 (the TCR does not bind to the epitope). (6) The epitope is TLIGDCATV. The TCR CDR3 sequence is CASRFSGGPYEQYF. Result: 1 (the TCR binds to the epitope). (7) The epitope is GPGHKARVL. The TCR CDR3 sequence is CASRDRGKNEQYF. Result: 0 (the TCR does not bind to the epitope).